Dataset: Full USPTO retrosynthesis dataset with 1.9M reactions from patents (1976-2016). Task: Predict the reactants needed to synthesize the given product. Given the product [F:38][C:35]1[CH:34]=[CH:33][C:32]([S:29]([C:26]2[S:27][CH:28]=[C:24]([C:9]3[CH:21]=[CH:20][C:12]4[N:13]=[C:14]([NH:16][C:17](=[O:19])[CH3:18])[S:15][C:11]=4[CH:10]=3)[N:25]=2)(=[O:31])=[O:30])=[CH:37][CH:36]=1, predict the reactants needed to synthesize it. The reactants are: CC1(C)C(C)(C)OB([C:9]2[CH:21]=[CH:20][C:12]3[N:13]=[C:14]([NH:16][C:17](=[O:19])[CH3:18])[S:15][C:11]=3[CH:10]=2)O1.Br[C:24]1[N:25]=[C:26]([S:29]([C:32]2[CH:37]=[CH:36][C:35]([F:38])=[CH:34][CH:33]=2)(=[O:31])=[O:30])[S:27][CH:28]=1.C([O-])([O-])=O.[Na+].[Na+].O1CCOCC1.